This data is from Reaction yield outcomes from USPTO patents with 853,638 reactions. The task is: Predict the reaction yield, written as a fraction of the theoretical maximum amount of product (1.0 means a 100% yield; for example, 0.34 means a 34% yield). (1) The catalyst is O.C1COCC1. The product is [O:10]1[C:14]2([CH2:19][CH2:18][CH2:17][CH2:16][CH2:15]2)[O:13][CH2:12][C@@H:11]1[CH:20]=[N:3][OH:2]. The reactants are Cl.[OH:2][NH2:3].C(=O)([O-])[O-].[Na+].[Na+].[O:10]1[C:14]2([CH2:19][CH2:18][CH2:17][CH2:16][CH2:15]2)[O:13][CH2:12][C@@H:11]1[CH:20]=O. The yield is 0.990. (2) The reactants are [Br:1]Br.[Cl:3][C:4]1[CH:9]=[CH:8][C:7]([CH2:10][C:11]([C:13]2[CH:14]=[C:15]([C:31]([NH:33][CH3:34])=[O:32])[C:16](=[O:30])[N:17]([C:20]3[CH:25]=[CH:24][CH:23]=[C:22]([C:26]([F:29])([F:28])[F:27])[CH:21]=3)[C:18]=2[CH3:19])=[O:12])=[CH:6][CH:5]=1. The catalyst is C(O)(=O)C.C1COCC1. The product is [Br:1][CH:10]([C:7]1[CH:8]=[CH:9][C:4]([Cl:3])=[CH:5][CH:6]=1)[C:11]([C:13]1[CH:14]=[C:15]([C:31]([NH:33][CH3:34])=[O:32])[C:16](=[O:30])[N:17]([C:20]2[CH:25]=[CH:24][CH:23]=[C:22]([C:26]([F:29])([F:28])[F:27])[CH:21]=2)[C:18]=1[CH3:19])=[O:12]. The yield is 0.950. (3) The reactants are C[O-].[Na+].O1CCCC1.[CH:9]1([CH2:13][N:14]([CH2:33][CH3:34])[C:15]2[C:24]([CH2:25][NH:26][C:27]3[CH:31]=[C:30]([CH3:32])[O:29][N:28]=3)=[CH:23][C:22]3[C:17](=[CH:18][CH:19]=[CH:20][CH:21]=3)[N:16]=2)[CH2:12][CH2:11][CH2:10]1.[F:35][C:36]([F:50])([F:49])[C:37]1[CH:38]=[C:39]([CH:42]=[C:43]([C:45]([F:48])([F:47])[F:46])[CH:44]=1)[CH2:40]Br. The catalyst is O.C(OCC)(=O)C. The product is [F:35][C:36]([F:49])([F:50])[C:37]1[CH:38]=[C:39]([CH:42]=[C:43]([C:45]([F:48])([F:46])[F:47])[CH:44]=1)[CH2:40][N:26]([CH2:25][C:24]1[C:15]([N:14]([CH2:13][CH:9]2[CH2:12][CH2:11][CH2:10]2)[CH2:33][CH3:34])=[N:16][C:17]2[C:22]([CH:23]=1)=[CH:21][CH:20]=[CH:19][CH:18]=2)[C:27]1[CH:31]=[C:30]([CH3:32])[O:29][N:28]=1. The yield is 0.200. (4) The reactants are [CH3:1][C:2]1[CH:11]=[CH:10][C:9]2[C:4](=[CH:5][CH:6]=[CH:7][C:8]=2[N:12]2[CH2:17][CH2:16][N:15]([CH2:18][CH2:19][O:20][C:21]3[CH:22]=[CH:23][C:24]4[O:29][CH2:28][C:27](=[O:30])[NH:26][C:25]=4[CH:31]=3)[CH2:14][CH2:13]2)[N:3]=1.[H-].[Na+].[CH3:34]I. The catalyst is CN(C=O)C. The product is [CH3:34][N:26]1[C:25]2[CH:31]=[C:21]([O:20][CH2:19][CH2:18][N:15]3[CH2:14][CH2:13][N:12]([C:8]4[CH:7]=[CH:6][CH:5]=[C:4]5[C:9]=4[CH:10]=[CH:11][C:2]([CH3:1])=[N:3]5)[CH2:17][CH2:16]3)[CH:22]=[CH:23][C:24]=2[O:29][CH2:28][C:27]1=[O:30]. The yield is 0.100. (5) The reactants are [CH2:1]1[CH:5]2[CH2:6][NH:7][CH2:8][CH:4]2[CH2:3][N:2]1[CH2:9][C:10]1[CH:25]=[CH:24][C:13]([O:14][C:15]2[S:16][C:17]3[CH:23]=[CH:22][CH:21]=[CH:20][C:18]=3[N:19]=2)=[CH:12][CH:11]=1.[CH3:26][O:27][C:28](=[O:37])[C:29]1[CH:34]=[CH:33][C:32]([CH:35]=O)=[CH:31][CH:30]=1.C(O)(=O)C.C(O[BH-](OC(=O)C)OC(=O)C)(=O)C.[Na+]. The catalyst is C(Cl)Cl. The product is [CH3:26][O:27][C:28](=[O:37])[C:29]1[CH:34]=[CH:33][C:32]([CH2:35][N:7]2[CH2:6][CH:5]3[CH:4]([CH2:3][N:2]([CH2:9][C:10]4[CH:11]=[CH:12][C:13]([O:14][C:15]5[S:16][C:17]6[CH:23]=[CH:22][CH:21]=[CH:20][C:18]=6[N:19]=5)=[CH:24][CH:25]=4)[CH2:1]3)[CH2:8]2)=[CH:31][CH:30]=1. The yield is 0.190.